Dataset: Forward reaction prediction with 1.9M reactions from USPTO patents (1976-2016). Task: Predict the product of the given reaction. (1) Given the reactants [F:1][C:2]1[CH:3]=[CH:4][C:5]2[S:9][C:8]([NH:10][C:11]3[N:15]([CH3:16])[C:14]4[CH:17]=[CH:18][C:19]([C:21](O)=[O:22])=[CH:20][C:13]=4[N:12]=3)=[N:7][C:6]=2[CH:24]=1.CN.[CH3:27][N:28](C(ON1N=NC2C=CC=CC1=2)=[N+](C)C)C.F[P-](F)(F)(F)(F)F.CCN(C(C)C)C(C)C, predict the reaction product. The product is: [CH3:27][NH:28][C:21]([C:19]1[CH:18]=[CH:17][C:14]2[N:15]([CH3:16])[C:11]([NH:10][C:8]3[S:9][C:5]4[CH:4]=[CH:3][C:2]([F:1])=[CH:24][C:6]=4[N:7]=3)=[N:12][C:13]=2[CH:20]=1)=[O:22]. (2) Given the reactants [F:1][C:2]([F:17])([F:16])[C:3]1[CH:8]=[CH:7][C:6]([C:9]2[N:10]=[CH:11][C:12]([NH2:15])=[N:13][CH:14]=2)=[CH:5][CH:4]=1.CN(C1C=CC=CN=1)C.[C:27](O[C:27]([O:29][C:30]([CH3:33])([CH3:32])[CH3:31])=[O:28])([O:29][C:30]([CH3:33])([CH3:32])[CH3:31])=[O:28], predict the reaction product. The product is: [C:30]([O:29][C:27](=[O:28])[NH:15][C:12]1[CH:11]=[N:10][C:9]([C:6]2[CH:5]=[CH:4][C:3]([C:2]([F:1])([F:16])[F:17])=[CH:8][CH:7]=2)=[CH:14][N:13]=1)([CH3:33])([CH3:32])[CH3:31]. (3) Given the reactants O[CH2:2][C:3]1[S:7][C:6]([CH2:8][CH2:9][C:10]2[N:11]=[C:12]([NH:15][C:16](=[O:18])[CH3:17])[S:13][CH:14]=2)=[CH:5][CH:4]=1.S(Cl)([Cl:21])=O, predict the reaction product. The product is: [Cl:21][CH2:2][C:3]1[S:7][C:6]([CH2:8][CH2:9][C:10]2[N:11]=[C:12]([NH:15][C:16](=[O:18])[CH3:17])[S:13][CH:14]=2)=[CH:5][CH:4]=1. (4) Given the reactants [CH2:1]([C@@H:5]1[N:10]([C:11](=[O:25])[C:12]2C=[CH:16][C:15](OC3C=CC=CC=3)=[CH:14][CH:13]=2)[CH2:9][C@H:8]([CH2:26][CH:27]([CH3:29])[CH3:28])[NH:7][C:6]1=[O:30])[CH:2]([CH3:4])[CH3:3].C([C@@H]1NC[C@H](CC(C)C)NC1=O)C(C)C.C(C1[O:52][N:51]=C(C(O)=O)C=1)C, predict the reaction product. The product is: [CH2:15]([C:14]1[O:52][N:51]=[C:12]([C:11]([N:10]2[CH2:9][C@H:8]([CH2:26][CH:27]([CH3:29])[CH3:28])[NH:7][C:6](=[O:30])[C@@H:5]2[CH2:1][CH:2]([CH3:4])[CH3:3])=[O:25])[CH:13]=1)[CH3:16]. (5) Given the reactants [F:1][CH2:2][CH2:3][O:4][C:5]1[CH:6]=[C:7]([C:11]2[N:12]=[C:13]3[N:18]=[C:17]([NH2:19])[CH:16]=[CH:15][N:14]3[CH:20]=2)[CH:8]=[CH:9][CH:10]=1.[F:21][CH:22]1[CH2:25][N:24]([C:26]([C:28]2[CH:29]=[N:30][N:31]([CH3:36])[C:32]=2[C:33](O)=[O:34])=[O:27])[CH2:23]1, predict the reaction product. The product is: [F:1][CH2:2][CH2:3][O:4][C:5]1[CH:6]=[C:7]([C:11]2[N:12]=[C:13]3[N:18]=[C:17]([NH:19][C:33]([C:32]4[N:31]([CH3:36])[N:30]=[CH:29][C:28]=4[C:26]([N:24]4[CH2:23][CH:22]([F:21])[CH2:25]4)=[O:27])=[O:34])[CH:16]=[CH:15][N:14]3[CH:20]=2)[CH:8]=[CH:9][CH:10]=1.